Dataset: Full USPTO retrosynthesis dataset with 1.9M reactions from patents (1976-2016). Task: Predict the reactants needed to synthesize the given product. (1) Given the product [NH2:1][C:2]1[C:3]2[C:13]([O:14][CH2:15][C@@H:16]3[C@@H:20]([OH:21])[C@@H:19]([OH:22])[CH:18]([O:23][CH3:25])[O:17]3)=[CH:12][CH:11]=[CH:10][C:4]=2[NH:5][S:6](=[O:8])(=[O:9])[N:7]=1, predict the reactants needed to synthesize it. The reactants are: [NH2:1][C:2]1[C:3]2[C:13]([O:14][CH2:15][C@@H:16]3[C@@H:20]([OH:21])[C@@H:19]([OH:22])[CH:18]([OH:23])[O:17]3)=[CH:12][CH:11]=[CH:10][C:4]=2[NH:5][S:6](=[O:9])(=[O:8])[N:7]=1.F[C:25](F)(F)C(O)=O. (2) Given the product [NH2:1][C:2]1[C:3]2[C:10]([I:11])=[CH:9][N:8]([C@@H:12]3[O:16][C@@:15]([CH2:19][OH:20])([CH:17]=[O:18])[C@@H:14]([O:21][Si:22]([C:25]([CH3:28])([CH3:27])[CH3:26])([CH3:23])[CH3:24])[CH2:13]3)[C:4]=2[N:5]=[CH:6][N:7]=1, predict the reactants needed to synthesize it. The reactants are: [NH2:1][C:2]1[C:3]2[C:10]([I:11])=[CH:9][N:8]([C@@H:12]3[O:16][C:15]([CH2:19][OH:20])([CH2:17][OH:18])[C@@H:14]([O:21][Si:22]([C:25]([CH3:28])([CH3:27])[CH3:26])([CH3:24])[CH3:23])[CH2:13]3)[C:4]=2[N:5]=[CH:6][N:7]=1. (3) Given the product [CH3:12][C:8]1[C:7]2[O:13][CH:2]([C:14]3[CH:19]=[CH:18][CH:17]=[CH:16][CH:15]=3)[C:3](=[O:4])[NH:5][C:6]=2[CH:11]=[CH:10][CH:9]=1, predict the reactants needed to synthesize it. The reactants are: Br[CH:2]([C:14]1[CH:19]=[CH:18][CH:17]=[CH:16][CH:15]=1)[C:3]([NH:5][C:6]1[CH:11]=[CH:10][CH:9]=[C:8]([CH3:12])[C:7]=1[OH:13])=[O:4].C(=O)([O-])[O-].[K+].[K+].Cl.O. (4) Given the product [Cl:1][C:2]1[CH:11]=[C:10]([C:12](=[O:22])[CH2:13][CH2:14][C:15]2[CH:20]=[CH:19][CH:18]=[C:17]([OH:21])[CH:16]=2)[CH:9]=[CH:8][C:3]=1[C:4]([O:6][CH3:7])=[O:5].[Cl:1][C:2]1[CH:11]=[C:10]([CH:12]([OH:22])[CH2:13][CH2:14][C:15]2[CH:20]=[CH:19][CH:18]=[C:17]([OH:21])[CH:16]=2)[CH:9]=[CH:8][C:3]=1[C:4]([O:6][CH3:7])=[O:5], predict the reactants needed to synthesize it. The reactants are: [Cl:1][C:2]1[CH:11]=[C:10]([C:12](=[O:22])[CH:13]=[CH:14][C:15]2[CH:20]=[CH:19][CH:18]=[C:17]([OH:21])[CH:16]=2)[CH:9]=[CH:8][C:3]=1[C:4]([O:6][CH3:7])=[O:5]. (5) Given the product [CH2:18]([N:25]1[CH2:16][CH2:15][P:3](=[O:17])([C:4]2[CH:9]=[CH:8][C:7]([N+:10]([O-:12])=[O:11])=[C:6]([O:13][CH3:14])[CH:5]=2)[CH2:1][CH2:2]1)[C:19]1[CH:24]=[CH:23][CH:22]=[CH:21][CH:20]=1, predict the reactants needed to synthesize it. The reactants are: [CH:1]([P:3](=[O:17])([CH:15]=[CH2:16])[C:4]1[CH:9]=[CH:8][C:7]([N+:10]([O-:12])=[O:11])=[C:6]([O:13][CH3:14])[CH:5]=1)=[CH2:2].[CH2:18]([NH2:25])[C:19]1[CH:24]=[CH:23][CH:22]=[CH:21][CH:20]=1. (6) Given the product [CH2:1]([O:3][C:4](=[O:13])[C:5]1[CH:10]=[CH:9][C:8]([OH:11])=[C:7]([O:12][C:15](=[O:17])[CH3:14])[CH:6]=1)[CH3:2], predict the reactants needed to synthesize it. The reactants are: [CH2:1]([O:3][C:4](=[O:13])[C:5]1[CH:10]=[CH:9][C:8]([OH:11])=[C:7]([OH:12])[CH:6]=1)[CH3:2].[CH3:14][C:15](C)([O-:17])C.[K+].C(OC(=O)C)(=O)C. (7) The reactants are: C1C2C(COC([N:18]3[CH2:23][C@@H:22]([C:24](=[O:44])[N:25]([CH:41]4[CH2:43][CH2:42]4)[CH2:26][C:27]4[C:35]5[C:30](=[CH:31][CH:32]=[CH:33][CH:34]=5)[N:29]([CH2:36][CH2:37][CH2:38][O:39][CH3:40])[CH:28]=4)[CH2:21][C@@H:20]([NH2:45])[CH2:19]3)=O)C3C(=CC=CC=3)C=2C=CC=1.C(N(C(C)C)C(C)C)C.Cl[C:56]([O:58][CH2:59][C:60]([CH3:63])([CH3:62])[CH3:61])=[O:57]. Given the product [CH3:61][C:60]([CH3:63])([CH3:62])[CH2:59][O:58][C:56](=[O:57])[NH:45][C@@H:20]1[CH2:21][C@H:22]([C:24](=[O:44])[N:25]([CH:41]2[CH2:43][CH2:42]2)[CH2:26][C:27]2[C:35]3[C:30](=[CH:31][CH:32]=[CH:33][CH:34]=3)[N:29]([CH2:36][CH2:37][CH2:38][O:39][CH3:40])[CH:28]=2)[CH2:23][NH:18][CH2:19]1, predict the reactants needed to synthesize it.